From a dataset of Full USPTO retrosynthesis dataset with 1.9M reactions from patents (1976-2016). Predict the reactants needed to synthesize the given product. Given the product [CH:1]([CH:3]1[CH2:12][CH2:11][C:6](=[O:7])[CH2:5][CH2:4]1)=[CH2:2], predict the reactants needed to synthesize it. The reactants are: [CH:1]([CH:3]1[CH2:12][CH2:11][C:6]2(OCC[O:7]2)[CH2:5][CH2:4]1)=[CH2:2].C(O)=O.C1(C)C=CC=CC=1.